From a dataset of NCI-60 drug combinations with 297,098 pairs across 59 cell lines. Regression. Given two drug SMILES strings and cell line genomic features, predict the synergy score measuring deviation from expected non-interaction effect. Drug 1: CC1C(C(=O)NC(C(=O)N2CCCC2C(=O)N(CC(=O)N(C(C(=O)O1)C(C)C)C)C)C(C)C)NC(=O)C3=C4C(=C(C=C3)C)OC5=C(C(=O)C(=C(C5=N4)C(=O)NC6C(OC(=O)C(N(C(=O)CN(C(=O)C7CCCN7C(=O)C(NC6=O)C(C)C)C)C)C(C)C)C)N)C. Drug 2: CCC1=C2CN3C(=CC4=C(C3=O)COC(=O)C4(CC)O)C2=NC5=C1C=C(C=C5)O. Cell line: NCI/ADR-RES. Synergy scores: CSS=21.2, Synergy_ZIP=-0.980, Synergy_Bliss=3.38, Synergy_Loewe=-36.0, Synergy_HSA=2.51.